From a dataset of Forward reaction prediction with 1.9M reactions from USPTO patents (1976-2016). Predict the product of the given reaction. Given the reactants [Cl:1][C:2]1[CH:3]=[C:4]([CH:34]=[CH:35][C:36]=1[O:37][CH3:38])[CH2:5][NH:6][C:7]1[C:12]([C:13]([O:15][CH3:16])=[O:14])=[C:11]([N:17]2[CH2:22][CH2:21][N:20]3[CH:23]=[CH:24][N:25]=[C:19]3[CH2:18]2)[N:10]=[C:9]([S:26][CH2:27][C:28]2[CH:33]=[CH:32][CH:31]=[CH:30][CH:29]=2)[N:8]=1.ClC1C=CC=C(C(OO)=[O:47])C=1, predict the reaction product. The product is: [Cl:1][C:2]1[CH:3]=[C:4]([CH:34]=[CH:35][C:36]=1[O:37][CH3:38])[CH2:5][NH:6][C:7]1[C:12]([C:13]([O:15][CH3:16])=[O:14])=[C:11]([N:17]2[CH2:22][CH2:21][N:20]3[CH:23]=[CH:24][N:25]=[C:19]3[CH2:18]2)[N:10]=[C:9]([S:26]([CH2:27][C:28]2[CH:33]=[CH:32][CH:31]=[CH:30][CH:29]=2)=[O:47])[N:8]=1.